Dataset: Catalyst prediction with 721,799 reactions and 888 catalyst types from USPTO. Task: Predict which catalyst facilitates the given reaction. (1) Reactant: [OH:1][CH2:2][C:3]1[CH:13]=[CH:12][CH:11]=[CH:10][C:4]=1[O:5][CH:6]([CH3:9])[CH2:7][OH:8]. Product: [OH:8][CH2:7][CH:6]([CH3:9])[O:5][C:4]1[CH:10]=[CH:11][CH:12]=[CH:13][C:3]=1[CH:2]=[O:1]. The catalyst class is: 485. (2) Reactant: [CH3:1][C@H:2]([O:6][C:7]1[N:15]=[C:14]2[C:10]([N:11]=[C:12]([O:24][CH3:25])[N:13]2[CH2:16][CH2:17][CH:18]2[CH2:23][CH2:22][CH2:21][NH:20][CH2:19]2)=[C:9]([NH2:26])[N:8]=1)[CH2:3][CH2:4][CH3:5].I[CH2:28][CH3:29].C(N(CC)CC)C. Product: [CH2:28]([N:20]1[CH2:21][CH2:22][CH2:23][CH:18]([CH2:17][CH2:16][N:13]2[C:12]([O:24][CH3:25])=[N:11][C:10]3[C:14]2=[N:15][C:7]([O:6][C@@H:2]([CH3:1])[CH2:3][CH2:4][CH3:5])=[N:8][C:9]=3[NH2:26])[CH2:19]1)[CH3:29]. The catalyst class is: 3.